This data is from Full USPTO retrosynthesis dataset with 1.9M reactions from patents (1976-2016). The task is: Predict the reactants needed to synthesize the given product. Given the product [C:1]([O:5][C:6]([N:8]1[CH2:20][C@@H:19]([CH3:21])[N:18]2[C@H:10]([CH2:11][C:12]3[C:17]2=[N:16][C:15]([Br:22])=[C:14]([O:23][CH2:24][CH3:25])[CH:13]=3)[CH2:9]1)=[O:7])([CH3:2])([CH3:4])[CH3:3], predict the reactants needed to synthesize it. The reactants are: [C:1]([O:5][C:6]([N:8]1[CH2:20][C@@H:19]([CH3:21])[N:18]2[C:10](=[CH:11][C:12]3[C:17]2=[N:16][C:15]([Br:22])=[C:14]([O:23][CH2:24][CH3:25])[CH:13]=3)[CH2:9]1)=[O:7])([CH3:4])([CH3:3])[CH3:2].C([BH3-])#N.[Na+].